Task: Predict the product of the given reaction.. Dataset: Forward reaction prediction with 1.9M reactions from USPTO patents (1976-2016) Given the reactants [CH2:1]([O:3][C:4](=[O:14])[CH2:5][CH2:6][C:7]1[CH:8]=[N:9][C:10](Br)=[CH:11][CH:12]=1)[CH3:2].[F:15][C:16]1[CH:21]=[CH:20][CH:19]=[CH:18][C:17]=1B(O)O.C1(P(C2C=CC=CC=2)C2C=CC=CC=2)C=CC=CC=1.C(=O)([O-])[O-].[Na+].[Na+], predict the reaction product. The product is: [CH2:1]([O:3][C:4](=[O:14])[CH2:5][CH2:6][C:7]1[CH:8]=[N:9][C:10]([C:17]2[CH:18]=[CH:19][CH:20]=[CH:21][C:16]=2[F:15])=[CH:11][CH:12]=1)[CH3:2].